The task is: Predict the reaction yield, written as a fraction of the theoretical maximum amount of product (1.0 means a 100% yield; for example, 0.34 means a 34% yield).. This data is from Reaction yield outcomes from USPTO patents with 853,638 reactions. (1) The reactants are [OH:1][C:2]1[CH:7]=[CH:6][C:5]([C:8]2([C:11]([N:13]3[CH2:17][CH2:16][C@@:15]4([C:21]5[CH:22]=[CH:23][CH:24]=[CH:25][C:20]=5[C:19](=[O:26])[O:18]4)[CH2:14]3)=[O:12])[CH2:10][CH2:9]2)=[CH:4][CH:3]=1.Br.Br[CH2:29][C:30]1[CH:35]=[CH:34][N:33]=[CH:32][CH:31]=1.C(=O)([O-])[O-].[Cs+].[Cs+]. The catalyst is [I-].C([N+](CCCC)(CCCC)CCCC)CCC.CS(C)=O. The product is [N:33]1[CH:34]=[CH:35][C:30]([CH2:29][O:1][C:2]2[CH:7]=[CH:6][C:5]([C:8]3([C:11]([N:13]4[CH2:17][CH2:16][C@@:15]5([C:21]6[CH:22]=[CH:23][CH:24]=[CH:25][C:20]=6[C:19](=[O:26])[O:18]5)[CH2:14]4)=[O:12])[CH2:10][CH2:9]3)=[CH:4][CH:3]=2)=[CH:31][CH:32]=1. The yield is 0.530. (2) The reactants are C([Si]([O:8]/[C:9](/[C:12]1[CH:17]=[CH:16][CH:15]=[C:14]([N+:18]([O-:20])=[O:19])[CH:13]=1)=[CH:10]\[CH3:11])(C)C)(C)(C)C.CC[C@@H]1[C@@H]2C[C@H]([C@@H](OC3C4C(=CC=CC=4)C(O[C@@H](C4C=CN=C5C=4C=C(OC)C=C5)[C@@H]4N5C[C@H](CC)[C@@H](CC5)C4)=NN=3)C3C=CN=C4C=3C=C([O:42]C)C=C4)N(CC2)C1.CS(N)(=O)=O. The catalyst is C(O)(C)(C)C.O. The product is [N+:18]([C:14]1[CH:13]=[C:12]([C:9](=[O:8])[C@H:10]([OH:42])[CH3:11])[CH:17]=[CH:16][CH:15]=1)([O-:20])=[O:19]. The yield is 0.750. (3) The reactants are Cl[CH2:2][C:3]1[C:4]([S:9][CH:10]2[CH2:14][CH2:13][CH2:12][CH2:11]2)=[N:5][CH:6]=[CH:7][CH:8]=1.C([O:17][C:18]([CH:20]1[CH2:22][CH:21]1[C:23]1[CH:28]=[C:27]([F:29])[C:26]([OH:30])=[C:25]([F:31])[CH:24]=1)=[O:19])C. No catalyst specified. The product is [CH:10]1([S:9][C:4]2[C:3]([CH2:2][O:30][C:26]3[C:25]([F:31])=[CH:24][C:23]([CH:21]4[CH2:22][CH:20]4[C:18]([OH:19])=[O:17])=[CH:28][C:27]=3[F:29])=[CH:8][CH:7]=[CH:6][N:5]=2)[CH2:14][CH2:13][CH2:12][CH2:11]1. The yield is 0.990. (4) The reactants are [Br-].C([N+:9]1[CH:14]=[CH:13][C:12]([C:15]2[CH:16]=[C:17]3[C:21](=[CH:22][CH:23]=2)[NH:20][C:19]([C:24]([O:26][CH2:27][CH3:28])=[O:25])=[CH:18]3)=[CH:11][CH:10]=1)C1C=CC=CC=1. The catalyst is CO.[Pt]=O. The product is [CH2:27]([O:26][C:24]([C:19]1[NH:20][C:21]2[C:17]([CH:18]=1)=[CH:16][C:15]([CH:12]1[CH2:13][CH2:14][NH:9][CH2:10][CH2:11]1)=[CH:23][CH:22]=2)=[O:25])[CH3:28]. The yield is 0.820. (5) The reactants are Br[C:2]1[CH:3]=[C:4]([C:9]([C:11]2[C:16]([CH:17]([CH3:19])[CH3:18])=[C:15]([O:20][CH3:21])[N:14]=[C:13]([O:22][CH3:23])[N:12]=2)=[O:10])[CH:5]=[C:6]([CH3:8])[CH:7]=1.C([O-])(=O)C.[Na+].[C:29](#[N:32])[CH:30]=[CH2:31].CCOCC. The catalyst is CN(C=O)C.C([O-])(=O)C.[Pd+2].C([O-])(=O)C.C1C=CC([P]([Pd]([P](C2C=CC=CC=2)(C2C=CC=CC=2)C2C=CC=CC=2)([P](C2C=CC=CC=2)(C2C=CC=CC=2)C2C=CC=CC=2)[P](C2C=CC=CC=2)(C2C=CC=CC=2)C2C=CC=CC=2)(C2C=CC=CC=2)C2C=CC=CC=2)=CC=1.CC(=O)OCC. The product is [CH:17]([C:16]1[C:11]([C:9]([C:4]2[CH:3]=[C:2]([CH:31]=[CH:30][C:29]#[N:32])[CH:7]=[C:6]([CH3:8])[CH:5]=2)=[O:10])=[N:12][C:13]([O:22][CH3:23])=[N:14][C:15]=1[O:20][CH3:21])([CH3:19])[CH3:18]. The yield is 0.170.